This data is from Full USPTO retrosynthesis dataset with 1.9M reactions from patents (1976-2016). The task is: Predict the reactants needed to synthesize the given product. (1) Given the product [Cl:21][C:22]1[CH:23]=[C:24]2[C:28](=[CH:29][CH:30]=1)[NH:27][CH:26]=[C:25]2[CH2:31][CH2:32][NH:33][C:13]([C:10]1[N:9]=[C:8]([CH2:7][C:6]2[CH:5]=[CH:4][C:3]([C:2]([F:1])([F:19])[F:18])=[CH:17][CH:16]=2)[O:12][N:11]=1)=[O:15], predict the reactants needed to synthesize it. The reactants are: [F:1][C:2]([F:19])([F:18])[C:3]1[CH:17]=[CH:16][C:6]([CH2:7][C:8]2[O:12][N:11]=[C:10]([C:13]([O-:15])=O)[N:9]=2)=[CH:5][CH:4]=1.Cl.[Cl:21][C:22]1[CH:23]=[C:24]2[C:28](=[CH:29][CH:30]=1)[NH:27][CH:26]=[C:25]2[CH2:31][CH2:32][NH2:33].CN(C(ON1N=NC2C=CC=NC1=2)=[N+](C)C)C.F[P-](F)(F)(F)(F)F.C(N(CC)C(C)C)(C)C. (2) Given the product [NH:1]([C:8]1[S:9][C:10]([C:16]2[CH:21]=[CH:20][CH:19]=[CH:18][CH:17]=2)=[CH:11][C:12]=1[C:13]([NH2:27])=[O:14])[C:2]1[CH:7]=[CH:6][CH:5]=[CH:4][CH:3]=1, predict the reactants needed to synthesize it. The reactants are: [NH:1]([C:8]1[S:9][C:10]([C:16]2[CH:21]=[CH:20][CH:19]=[CH:18][CH:17]=2)=[CH:11][C:12]=1[C:13](O)=[O:14])[C:2]1[CH:7]=[CH:6][CH:5]=[CH:4][CH:3]=1.[Cl-].[NH4+].C([N:27](CC)C(C)C)(C)C.O.ON1C2C=CC=CC=2N=N1.Cl.C(N=C=NCCCN(C)C)C.